Dataset: Catalyst prediction with 721,799 reactions and 888 catalyst types from USPTO. Task: Predict which catalyst facilitates the given reaction. (1) Reactant: [NH2:1][C:2]1[N:3]=[C:4]([CH3:27])[C:5]2[CH:11]=[C:10]([C:12]3[CH:13]=[N:14][C:15]([O:18]C)=[N:16][CH:17]=3)[C:9](=[O:20])[N:8]([CH:21]3[CH2:26][CH2:25][O:24][CH2:23][CH2:22]3)[C:6]=2[N:7]=1.[Si](I)(C)(C)C.[NH4+].[OH-]. Product: [NH2:1][C:2]1[N:3]=[C:4]([CH3:27])[C:5]2[CH:11]=[C:10]([C:12]3[CH:17]=[N:16][C:15]([OH:18])=[N:14][CH:13]=3)[C:9](=[O:20])[N:8]([CH:21]3[CH2:26][CH2:25][O:24][CH2:23][CH2:22]3)[C:6]=2[N:7]=1. The catalyst class is: 10. (2) Reactant: [CH3:1][O:2][C:3]1[CH:11]=[CH:10][C:6]([C:7]([NH2:9])=[O:8])=[CH:5][CH:4]=1.C(Cl)(=O)[C:13](Cl)=[O:14]. Product: [CH3:1][O:2][C:3]1[CH:11]=[CH:10][C:6]([C:7]([N:9]=[C:13]=[O:14])=[O:8])=[CH:5][CH:4]=1. The catalyst class is: 4.